From a dataset of Reaction yield outcomes from USPTO patents with 853,638 reactions. Predict the reaction yield, written as a fraction of the theoretical maximum amount of product (1.0 means a 100% yield; for example, 0.34 means a 34% yield). (1) The reactants are [C:1]([C:5]1[C:10]([N+:11]([O-:13])=[O:12])=[CH:9][C:8]([NH:14][C:15]#[C:16][Si](C)(C)C)=[CH:7][CH:6]=1)([CH3:4])([CH3:3])[CH3:2]. The catalyst is CN(C=O)C.[Cu]I. The product is [C:1]([C:5]1[CH:6]=[C:7]2[C:8](=[CH:9][C:10]=1[N+:11]([O-:13])=[O:12])[NH:14][CH:15]=[CH:16]2)([CH3:4])([CH3:3])[CH3:2]. The yield is 0.690. (2) The reactants are [C:1](O[C:1]([O:3][C:4]([CH3:7])([CH3:6])[CH3:5])=[O:2])([O:3][C:4]([CH3:7])([CH3:6])[CH3:5])=[O:2].C(N(CC)CC)C.[Br:23][C:24]1[C:25]([N:40]2[CH2:45][CH2:44][CH2:43][C@@H:42]([NH:46][C:47](=[O:53])[O:48][C:49]([CH3:52])([CH3:51])[CH3:50])[CH2:41]2)=[C:26]2[C:32]([NH:33][C:34](=[O:39])[CH2:35][CH2:36][O:37][CH3:38])=[CH:31][NH:30][C:27]2=[N:28][CH:29]=1.O. The catalyst is CN(C)C1C=CN=CC=1.C(Cl)Cl. The product is [Br:23][C:24]1[C:25]([N:40]2[CH2:45][CH2:44][CH2:43][C@@H:42]([NH:46][C:47]([O:48][C:49]([CH3:50])([CH3:52])[CH3:51])=[O:53])[CH2:41]2)=[C:26]2[C:32]([NH:33][C:34](=[O:39])[CH2:35][CH2:36][O:37][CH3:38])=[CH:31][N:30]([C:1]([O:3][C:4]([CH3:7])([CH3:6])[CH3:5])=[O:2])[C:27]2=[N:28][CH:29]=1. The yield is 0.390. (3) The reactants are [CH:1]1([NH2:4])[CH2:3][CH2:2]1.C(N(CC)CC)C.Cl[C:13]([O:15][CH2:16][C:17]1[CH:22]=[CH:21][CH:20]=[CH:19][CH:18]=1)=[O:14]. The catalyst is ClCCl. The product is [CH2:16]([O:15][C:13](=[O:14])[NH:4][CH:1]1[CH2:3][CH2:2]1)[C:17]1[CH:22]=[CH:21][CH:20]=[CH:19][CH:18]=1. The yield is 0.710. (4) The reactants are C([O:8][C:9]1[C:18]([O:19][CH3:20])=[CH:17][C:12]([C:13]([O:15][CH3:16])=[O:14])=[C:11]([N+:21]([O-])=O)[CH:10]=1)C1C=CC=CC=1.[H][H]. The catalyst is [Pd].O1CCCC1. The product is [NH2:21][C:11]1[CH:10]=[C:9]([OH:8])[C:18]([O:19][CH3:20])=[CH:17][C:12]=1[C:13]([O:15][CH3:16])=[O:14]. The yield is 0.980. (5) The reactants are [C:1]([C:3]1[CH:7]=[C:6]([C:8](=[O:27])[CH:9]([C:13]2[CH:18]=[CH:17][C:16]([N:19]3[CH:24]=[CH:23][CH:22]=[CH:21][C:20]3=[O:25])=[CH:15][C:14]=2[F:26])C([O-])=O)[N:5]([C:28]2[CH:33]=[CH:32][C:31]([O:34][CH3:35])=[CH:30][CH:29]=2)[N:4]=1)#[N:2].CO.S(O)(O)(=O)=O.C(=O)([O-])O. The catalyst is C(OCC)(=O)C. The product is [F:26][C:14]1[CH:15]=[C:16]([N:19]2[CH:24]=[CH:23][CH:22]=[CH:21][C:20]2=[O:25])[CH:17]=[CH:18][C:13]=1[CH2:9][C:8]([C:6]1[N:5]([C:28]2[CH:29]=[CH:30][C:31]([O:34][CH3:35])=[CH:32][CH:33]=2)[N:4]=[C:3]([C:1]#[N:2])[CH:7]=1)=[O:27]. The yield is 0.850. (6) The reactants are O1CCCCC1[N:7]1[C:15]2[C:10](=[CH:11][C:12]([C:16]3[N:20]=[CH:19][N:18](C(C4C=CC=CC=4)(C4C=CC=CC=4)C4C=CC=CC=4)[N:17]=3)=[CH:13][CH:14]=2)[C:9]([C:40]2[CH:41]=[C:42]([CH:47]=[CH:48][CH:49]=2)[C:43](OC)=[O:44])=[N:8]1.[OH-].[Li+].ON1C2C=CC=CC=2N=N1.[CH:62]1([NH2:72])[C:71]2[C:66](=[CH:67][CH:68]=[CH:69][CH:70]=2)[CH2:65][CH2:64][CH2:63]1.Cl.C(N=C=NCCCN(C)C)C.Cl. The catalyst is O1CCCC1.O.O1CCOCC1. The product is [NH:18]1[CH:19]=[N:20][C:16]([C:12]2[CH:11]=[C:10]3[C:15](=[CH:14][CH:13]=2)[NH:7][N:8]=[C:9]3[C:40]2[CH:41]=[C:42]([C:43]([NH:72][C:62]3[C:71]4[CH2:70][CH2:69][CH2:68][CH2:67][C:66]=4[CH:65]=[CH:64][CH:63]=3)=[O:44])[CH:47]=[CH:48][CH:49]=2)=[N:17]1. The yield is 0.130. (7) The reactants are [CH3:1][O:2][C:3]1[CH:8]=[CH:7][CH:6]=[CH:5][C:4]=1[C:9]1([C:13](=[O:33])[CH2:14][N:15]2[CH2:20][CH2:19][CH2:18][CH:17]([CH2:21][O:22][C:23]3[CH:28]=[CH:27][C:26]([C:29]([F:32])([F:31])[F:30])=[CH:25][CH:24]=3)[CH2:16]2)[CH2:12][CH2:11][CH2:10]1.[BH4-].[Na+].O. The catalyst is CO. The product is [CH3:1][O:2][C:3]1[CH:8]=[CH:7][CH:6]=[CH:5][C:4]=1[C:9]1([CH:13]([OH:33])[CH2:14][N:15]2[CH2:20][CH2:19][CH2:18][CH:17]([CH2:21][O:22][C:23]3[CH:28]=[CH:27][C:26]([C:29]([F:30])([F:31])[F:32])=[CH:25][CH:24]=3)[CH2:16]2)[CH2:10][CH2:11][CH2:12]1. The yield is 0.600. (8) The reactants are [Cl:1][C:2]1[CH:7]=[C:6]([Cl:8])[CH:5]=[CH:4][C:3]=1[C:9]1[C:10]([C:29]#[N:30])=[C:11]([C:19]2[CH:24]=[CH:23][N:22]=[C:21](S(C)(=O)=O)[N:20]=2)[S:12][C:13]=1[C:14]1[NH:18][CH:17]=[N:16][N:15]=1.O1CCCC1.[CH3:36][NH2:37]. No catalyst specified. The product is [Cl:1][C:2]1[CH:7]=[C:6]([Cl:8])[CH:5]=[CH:4][C:3]=1[C:9]1[C:10]([C:29]#[N:30])=[C:11]([C:19]2[CH:24]=[CH:23][N:22]=[C:21]([NH:37][CH3:36])[N:20]=2)[S:12][C:13]=1[C:14]1[NH:18][CH:17]=[N:16][N:15]=1. The yield is 0.810. (9) The reactants are [Br:1][C:2]1[C:3]([C:8]([NH:10][C:11]2[CH:12]=[N:13][CH:14]=[CH:15][C:16]=2[OH:17])=O)=[N:4][O:5][C:6]=1[CH3:7].[OH-].[Na+]. The catalyst is O. The product is [Br:1][C:2]1[C:3]([C:8]2[O:17][C:16]3[CH:15]=[CH:14][N:13]=[CH:12][C:11]=3[N:10]=2)=[N:4][O:5][C:6]=1[CH3:7]. The yield is 0.610. (10) The reactants are [CH2:1]([O:3][CH:4]([O:13][CH2:14][CH3:15])[C:5]1[CH:6]=[C:7]([CH:10]=[CH:11][CH:12]=1)[CH2:8]Br)[CH3:2].[F:16][C:17]([F:30])([F:29])[C:18]1[CH:19]=[C:20]([OH:28])[CH:21]=[C:22]([C:24]([F:27])([F:26])[F:25])[CH:23]=1.C([O-])([O-])=O.[K+].[K+].O. The catalyst is CN(C=O)C. The product is [CH2:1]([O:3][CH:4]([O:13][CH2:14][CH3:15])[C:5]1[CH:6]=[C:7]([CH:10]=[CH:11][CH:12]=1)[CH2:8][O:28][C:20]1[CH:21]=[C:22]([C:24]([F:25])([F:26])[F:27])[CH:23]=[C:18]([C:17]([F:16])([F:29])[F:30])[CH:19]=1)[CH3:2]. The yield is 0.340.